This data is from Reaction yield outcomes from USPTO patents with 853,638 reactions. The task is: Predict the reaction yield, written as a fraction of the theoretical maximum amount of product (1.0 means a 100% yield; for example, 0.34 means a 34% yield). The product is [CH3:40][N:37]([CH3:38])[CH2:36][CH2:35][N:34]1[CH2:19][C:14]2[CH:15]=[CH:16][CH:17]=[CH:18][C:13]=2[C:12]2=[C:8]([C@H:3]3[CH2:4][CH2:5][CH2:6][CH2:7][C@@H:2]3[F:1])[C:9]3[S:28][C:27]([C:29]([O:31][CH3:32])=[O:30])=[CH:26][C:10]=3[N:11]2[CH2:21][C:22]1=[O:23]. The reactants are [F:1][CH:2]1[CH2:7][CH2:6][CH2:5][CH2:4][CH:3]1[C:8]1[C:9]2[S:28][C:27]([C:29]([O:31][CH3:32])=[O:30])=[CH:26][C:10]=2[N:11]([CH2:21][C:22](OC)=[O:23])[C:12]=1[C:13]1[CH:18]=[CH:17][CH:16]=[CH:15][C:14]=1[CH:19]=O.C[NH:34][CH2:35][CH2:36][NH:37][CH3:38].[BH3-][C:40]#N.[Na+].CCOC(C)=O. The catalyst is CO. The yield is 0.600.